This data is from Reaction yield outcomes from USPTO patents with 853,638 reactions. The task is: Predict the reaction yield, written as a fraction of the theoretical maximum amount of product (1.0 means a 100% yield; for example, 0.34 means a 34% yield). (1) The reactants are Cl[C:2]([O:4][CH2:5][C:6]1[CH:11]=[CH:10][CH:9]=[CH:8][CH:7]=1)=[O:3].[CH3:12][NH:13][CH2:14][CH2:15][OH:16]. The catalyst is C1COCC1.C(=O)([O-])[O-].[Na+].[Na+]. The product is [CH2:5]([O:4][C:2]([N:13]([CH2:14][CH2:15][OH:16])[CH3:12])=[O:3])[C:6]1[CH:11]=[CH:10][CH:9]=[CH:8][CH:7]=1. The yield is 0.970. (2) The reactants are [NH2:1][C:2]1[N:7]=[CH:6][C:5]([C:8]2[CH:9]=[CH:10][C:11]3[O:17][CH2:16][CH2:15][N:14]([C:18](OC(C)(C)C)=[O:19])[CH2:13][C:12]=3[CH:25]=2)=[CH:4][C:3]=1[N+:26]([O-:28])=[O:27].CCN(C(C)C)C(C)C.[OH:38][C:39]1([C:50]([F:53])([F:52])[F:51])[CH2:45][CH:44]2[N:46](C(Cl)=O)[CH:41]([CH2:42][CH2:43]2)[CH2:40]1. The catalyst is C1COCC1.CN1C(=O)CCC1. The product is [NH2:1][C:2]1[N:7]=[CH:6][C:5]([C:8]2[CH:9]=[CH:10][C:11]3[O:17][CH2:16][CH2:15][N:14]([C:18]([N:46]4[CH:44]5[CH2:43][CH2:42][CH:41]4[CH2:40][C:39]([C:50]([F:51])([F:52])[F:53])([OH:38])[CH2:45]5)=[O:19])[CH2:13][C:12]=3[CH:25]=2)=[CH:4][C:3]=1[N+:26]([O-:28])=[O:27]. The yield is 0.690. (3) The reactants are C([O:3][C:4]([C:6]1[S:10][C:9]([NH:11][C:12](=[O:28])[CH:13]([C:20]2[CH:25]=[CH:24][C:23]([Cl:26])=[C:22]([Cl:27])[CH:21]=2)[CH2:14][CH:15]2[CH2:19][CH2:18][CH2:17][CH2:16]2)=[N:8][CH:7]=1)=O)C.[H-].[Al+3].[Li+].[H-].[H-].[H-]. The catalyst is C(OCC)C. The product is [CH:15]1([CH2:14][CH:13]([C:20]2[CH:25]=[CH:24][C:23]([Cl:26])=[C:22]([Cl:27])[CH:21]=2)[C:12]([NH:11][C:9]2[S:10][C:6]([CH2:4][OH:3])=[CH:7][N:8]=2)=[O:28])[CH2:16][CH2:17][CH2:18][CH2:19]1. The yield is 0.530. (4) The reactants are [Cl:1][C:2]1[C:3]([F:28])=[C:4]([CH:25]=[CH:26][CH:27]=1)[NH:5][C:6]1[C:15]2[C:10](=[CH:11][C:12]([O:23][CH3:24])=[C:13]([O:16][CH:17]3[CH2:22][CH2:21][NH:20][CH2:19][CH2:18]3)[CH:14]=2)[N:9]=[CH:8][N:7]=1.C(=O)([O-])[O-].[K+].[K+].Cl[CH2:36][C:37]#[N:38]. The catalyst is CC(N(C)C)=O. The product is [Cl:1][C:2]1[C:3]([F:28])=[C:4]([CH:25]=[CH:26][CH:27]=1)[NH:5][C:6]1[C:15]2[C:10](=[CH:11][C:12]([O:23][CH3:24])=[C:13]([O:16][CH:17]3[CH2:22][CH2:21][N:20]([CH2:36][C:37]#[N:38])[CH2:19][CH2:18]3)[CH:14]=2)[N:9]=[CH:8][N:7]=1. The yield is 0.360.